This data is from Forward reaction prediction with 1.9M reactions from USPTO patents (1976-2016). The task is: Predict the product of the given reaction. (1) Given the reactants Cl.[CH3:2][C:3]1[S:4][C:5]2[CH:11]=[CH:10][C:9]([O:12][CH2:13][C@@H:14]([OH:22])[CH2:15][N:16]3[CH2:21][CH2:20][NH:19][CH2:18][CH2:17]3)=[CH:8][C:6]=2[N:7]=1.C(N(CC)CC)C.Cl[CH2:31][C:32]1[CH:36]=[C:35]([C:37]2[CH:42]=[CH:41][C:40]([C:43]([F:46])([F:45])[F:44])=[CH:39][CH:38]=2)[O:34][N:33]=1, predict the reaction product. The product is: [CH3:2][C:3]1[S:4][C:5]2[CH:11]=[CH:10][C:9]([O:12][CH2:13][C@@H:14]([OH:22])[CH2:15][N:16]3[CH2:17][CH2:18][N:19]([CH2:31][C:32]4[CH:36]=[C:35]([C:37]5[CH:38]=[CH:39][C:40]([C:43]([F:45])([F:44])[F:46])=[CH:41][CH:42]=5)[O:34][N:33]=4)[CH2:20][CH2:21]3)=[CH:8][C:6]=2[N:7]=1. (2) Given the reactants [CH3:1]C1C=CC(C2C=NN(C)C=2)=C(C=1)C(OC)=O.Br[C:19]1[CH:28]=[C:27]2[C:22]([CH:23]=[N:24][C:25]([NH:29][CH2:30][C@@H:31]3[C@H:36]([CH3:37])[CH2:35][CH2:34][CH2:33][N:32]3[C:38]([C:40]3[CH:45]=[C:44]([CH3:46])[CH:43]=[CH:42][C:41]=3[N:47]3[N:51]=[CH:50][CH:49]=[N:48]3)=[O:39])=[N:26]2)=[CH:21][CH:20]=1.CB1OB(C)OB(C)O1, predict the reaction product. The product is: [CH3:37][C@@H:36]1[CH2:35][CH2:34][CH2:33][N:32]([C:38]([C:40]2[CH:45]=[C:44]([CH3:46])[CH:43]=[CH:42][C:41]=2[N:47]2[N:48]=[CH:49][CH:50]=[N:51]2)=[O:39])[C@@H:31]1[CH2:30][NH:29][C:25]1[N:24]=[CH:23][C:22]2[C:27](=[CH:28][C:19]([CH3:1])=[CH:20][CH:21]=2)[N:26]=1. (3) Given the reactants [Cl:1][C:2]1[CH:10]=[C:9]2[C:5]([CH:6]=[CH:7][NH:8]2)=[CH:4][CH:3]=1.P(Cl)(Cl)(Cl)=O.CN([CH:19]=[O:20])C, predict the reaction product. The product is: [Cl:1][C:2]1[CH:10]=[C:9]2[C:5]([C:6]([CH:19]=[O:20])=[CH:7][NH:8]2)=[CH:4][CH:3]=1.